Regression. Given a peptide amino acid sequence and an MHC pseudo amino acid sequence, predict their binding affinity value. This is MHC class I binding data. From a dataset of Peptide-MHC class I binding affinity with 185,985 pairs from IEDB/IMGT. (1) The peptide sequence is IMYDIINSV. The MHC is HLA-A02:06 with pseudo-sequence HLA-A02:06. The binding affinity (normalized) is 0.307. (2) The peptide sequence is FSCGLSLQDY. The MHC is HLA-A33:01 with pseudo-sequence HLA-A33:01. The binding affinity (normalized) is 0.156. (3) The MHC is HLA-A02:06 with pseudo-sequence HLA-A02:06. The peptide sequence is TSVDLNAPV. The binding affinity (normalized) is 0.699. (4) The peptide sequence is TVANNPDDK. The MHC is HLA-A03:01 with pseudo-sequence HLA-A03:01. The binding affinity (normalized) is 0.000475. (5) The peptide sequence is AAILKQHKL. The MHC is HLA-B15:01 with pseudo-sequence HLA-B15:01. The binding affinity (normalized) is 0.0847. (6) The peptide sequence is ELYPTVNTY. The MHC is HLA-B44:02 with pseudo-sequence HLA-B44:02. The binding affinity (normalized) is 0.0847. (7) The peptide sequence is ATIMPHNLY. The MHC is HLA-A69:01 with pseudo-sequence HLA-A69:01. The binding affinity (normalized) is 0.0847.